This data is from Forward reaction prediction with 1.9M reactions from USPTO patents (1976-2016). The task is: Predict the product of the given reaction. (1) Given the reactants [Br:1][C:2]1[CH:3]=[C:4]([NH:9][C:10](=[O:15])[CH:11]=[C:12]([CH3:14])[CH3:13])[CH:5]=[CH:6][C:7]=1[CH3:8].[Cl-].[Al+3].[Cl-].[Cl-], predict the reaction product. The product is: [Br:1][C:2]1[CH:3]=[C:4]2[C:5]([C:12]([CH3:13])([CH3:14])[CH2:11][C:10](=[O:15])[NH:9]2)=[CH:6][C:7]=1[CH3:8]. (2) The product is: [CH:28]12[N:34]([S:35]([CH2:38][C:39]3[C:44]([C:45]([O:47][CH3:48])=[O:46])=[C:43]([O:49][CH3:50])[C:42]([C:23]4[CH:27]=[CH:26][O:25][CH:24]=4)=[CH:41][CH:40]=3)(=[O:37])=[O:36])[CH:31]([CH2:32][CH2:33]1)[CH2:30][CH2:29]2. Given the reactants C1(S(CC2C(C(OCC)=O)=C(O)C([C:23]3[CH:27]=[CH:26][O:25][CH:24]=3)=CC=2)(=O)=O)C=CC=CC=1.[CH:28]12[N:34]([S:35]([CH2:38][C:39]3[C:44]([C:45]([O:47][CH3:48])=[O:46])=[C:43]([O:49][CH3:50])[C:42](Br)=[CH:41][CH:40]=3)(=[O:37])=[O:36])[CH:31]([CH2:32][CH2:33]1)[CH2:30][CH2:29]2, predict the reaction product.